From a dataset of Forward reaction prediction with 1.9M reactions from USPTO patents (1976-2016). Predict the product of the given reaction. Given the reactants [C:1]([O:5][C:6]([N:8]1[CH2:15][CH2:14][CH2:13][C@H:9]1[C:10]([OH:12])=O)=[O:7])([CH3:4])([CH3:3])[CH3:2].Cl.[CH3:17][O:18][C:19](=[O:26])[CH2:20][CH2:21][C:22]([CH2:24][NH2:25])=[O:23].C1C=CC2N(O)N=NC=2C=1.C(Cl)CCl.C(N(CC)CC)C, predict the reaction product. The product is: [CH3:17][O:18][C:19](=[O:26])[CH2:20][CH2:21][C:22]([CH2:24][NH:25][C:10]([C@@H:9]1[CH2:13][CH2:14][CH2:15][N:8]1[C:6]([O:5][C:1]([CH3:2])([CH3:3])[CH3:4])=[O:7])=[O:12])=[O:23].